This data is from Reaction yield outcomes from USPTO patents with 853,638 reactions. The task is: Predict the reaction yield, written as a fraction of the theoretical maximum amount of product (1.0 means a 100% yield; for example, 0.34 means a 34% yield). (1) The reactants are [Cl:1][C:2]1[CH:7]=[CH:6][CH:5]=[CH:4][C:3]=1[N:8]1[C:12]([O:13][C:14]2[CH:19]=[CH:18][CH:17]=[CH:16][C:15]=2[NH2:20])=[CH:11][C:10]([CH3:21])=[N:9]1.[F:22][C:23]([F:35])([F:34])[O:24][C:25]1[CH:30]=[CH:29][C:28]([N:31]=[C:32]=[O:33])=[CH:27][CH:26]=1.C(N(CC)CC)C. The catalyst is CN(C=O)C. The product is [Cl:1][C:2]1[CH:7]=[CH:6][CH:5]=[CH:4][C:3]=1[N:8]1[C:12]([O:13][C:14]2[CH:19]=[CH:18][CH:17]=[CH:16][C:15]=2[NH:20][C:32]([NH:31][C:28]2[CH:29]=[CH:30][C:25]([O:24][C:23]([F:22])([F:34])[F:35])=[CH:26][CH:27]=2)=[O:33])=[CH:11][C:10]([CH3:21])=[N:9]1. The yield is 0.470. (2) The reactants are [Cl:1][C:2]1[C:3]([C:10]2[S:11][C:12]3[C:13](Cl)=[N:14][CH:15]=[CH:16][C:17]=3[N:18]=2)=[C:4]([CH:7]=[CH:8][CH:9]=1)[C:5]#[N:6].[NH2:20][C:21]1[N:26]=[CH:25][N:24]=[C:23]([CH2:27][OH:28])[CH:22]=1.CC1(C)C2C(=C(P(C3C=CC=CC=3)C3C=CC=CC=3)C=CC=2)OC2C(P(C3C=CC=CC=3)C3C=CC=CC=3)=CC=CC1=2.C([O-])([O-])=O.[Cs+].[Cs+]. The catalyst is O1CCOCC1.CO.O.C1C=CC(/C=C/C(/C=C/C2C=CC=CC=2)=O)=CC=1.C1C=CC(/C=C/C(/C=C/C2C=CC=CC=2)=O)=CC=1.C1C=CC(/C=C/C(/C=C/C2C=CC=CC=2)=O)=CC=1.[Pd].[Pd].C(O)=O. The product is [Cl:1][C:2]1[C:3]([C:10]2[S:11][C:12]3[C:13]([NH:20][C:21]4[CH:22]=[C:23]([CH2:27][OH:28])[N:24]=[CH:25][N:26]=4)=[N:14][CH:15]=[CH:16][C:17]=3[N:18]=2)=[C:4]([CH:7]=[CH:8][CH:9]=1)[C:5]#[N:6]. The yield is 0.230. (3) The reactants are [CH3:1][C@H:2]([NH:7][C:8]([C:10]1[C:18]2[C:13](=[N:14][CH:15]=[C:16]([C:19]3[S:20][C:21]([C:24](=[O:28])[NH:25][CH2:26][CH3:27])=[CH:22][CH:23]=3)[N:17]=2)[N:12](COCC[Si](C)(C)C)[CH:11]=1)=[O:9])[C:3]([CH3:6])([CH3:5])[CH3:4]. The catalyst is Cl.CC(O)=O. The product is [CH3:1][C@H:2]([NH:7][C:8]([C:10]1[C:18]2[C:13](=[N:14][CH:15]=[C:16]([C:19]3[S:20][C:21]([C:24](=[O:28])[NH:25][CH2:26][CH3:27])=[CH:22][CH:23]=3)[N:17]=2)[NH:12][CH:11]=1)=[O:9])[C:3]([CH3:6])([CH3:5])[CH3:4]. The yield is 0.890. (4) The reactants are C[Si](C)(C)N[Si](C)(C)C.[Li].[NH:11]([C:18]1[N:23]=[CH:22][N:21]=[C:20]([C:24]2[CH:29]=[CH:28][N:27]=[C:26]([C:30]([N:32]([CH2:34][CH:35]3[CH2:37][CH2:36]3)[CH3:33])=[O:31])[CH:25]=2)[N:19]=1)[C:12]1[CH:17]=[CH:16][CH:15]=[CH:14][CH:13]=1.Br[CH2:39][C:40]#[CH:41].O. The catalyst is O1CCCC1. The product is [CH:35]1([CH2:34][N:32]([CH3:33])[C:30]([C:26]2[CH:25]=[C:24]([C:20]3[N:19]=[C:18]([N:11]([C:12]4[CH:17]=[CH:16][CH:15]=[CH:14][CH:13]=4)[CH2:41][C:40]#[CH:39])[N:23]=[CH:22][N:21]=3)[CH:29]=[CH:28][N:27]=2)=[O:31])[CH2:37][CH2:36]1. The yield is 0.260. (5) The reactants are C1C2C(COC([NH:18][C@@H:19]([CH:90]([CH3:92])[CH3:91])[C:20]([NH:22][C@@H:23]([CH2:83][CH2:84][CH2:85][NH:86][C:87]([NH2:89])=[O:88])[C:24]([NH:26][C:27]3[CH:82]=[CH:81][C:30]([CH2:31][O:32][C:33]4[C:34]5[CH:80]=[CH:79][CH:78]=[CH:77][C:35]=5[C:36]5[C@H:37]([CH2:75][Cl:76])[CH2:38][N:39]([C:42](=[O:74])[CH2:43][CH2:44][CH2:45][CH2:46][CH2:47][O:48][C:49]6[C:50]([O:72][CH3:73])=[CH:51][C:52]7[C:58](=[O:59])[N:57]8[CH2:60][CH2:61][CH2:62][CH:56]8[C@H:55]([OH:63])[N:54]([C:64]([O:66][C:67]([CH3:70])([CH3:69])[CH3:68])=[O:65])[C:53]=7[CH:71]=6)[C:40]=5[CH:41]=4)=[CH:29][CH:28]=3)=[O:25])=[O:21])=O)C3C(=CC=CC=3)C=2C=CC=1.N1CCCCC1. The catalyst is CC(N(C)C)=O. The product is [NH2:18][C@@H:19]([CH:90]([CH3:92])[CH3:91])[C:20]([NH:22][C@@H:23]([CH2:83][CH2:84][CH2:85][NH:86][C:87]([NH2:89])=[O:88])[C:24]([NH:26][C:27]1[CH:28]=[CH:29][C:30]([CH2:31][O:32][C:33]2[C:34]3[CH:80]=[CH:79][CH:78]=[CH:77][C:35]=3[C:36]3[C@H:37]([CH2:75][Cl:76])[CH2:38][N:39]([C:42](=[O:74])[CH2:43][CH2:44][CH2:45][CH2:46][CH2:47][O:48][C:49]4[C:50]([O:72][CH3:73])=[CH:51][C:52]5[C:58](=[O:59])[N:57]6[CH2:60][CH2:61][CH2:62][CH:56]6[C@H:55]([OH:63])[N:54]([C:64]([O:66][C:67]([CH3:70])([CH3:69])[CH3:68])=[O:65])[C:53]=5[CH:71]=4)[C:40]=3[CH:41]=2)=[CH:81][CH:82]=1)=[O:25])=[O:21]. The yield is 0.930. (6) The reactants are Br[C:2]1[CH:7]=[CH:6][C:5]([CH2:8][C:9]([O:11][CH3:12])=[O:10])=[C:4]([CH2:13][CH3:14])[CH:3]=1.CC1(C)C(C)(C)OB([C:23]2[CH:28]=[CH:27][C:26]([OH:29])=[CH:25][CH:24]=2)O1. No catalyst specified. The product is [CH2:13]([C:4]1[CH:3]=[C:2]([C:23]2[CH:28]=[CH:27][C:26]([OH:29])=[CH:25][CH:24]=2)[CH:7]=[CH:6][C:5]=1[CH2:8][C:9]([O:11][CH3:12])=[O:10])[CH3:14]. The yield is 0.840. (7) The reactants are [S:1]1[C:5]([CH:6]=[O:7])=[CH:4][CH:3]=[C:2]1[C:8]1[S:9][CH:10]=[CH:11][CH:12]=1.C(Cl)(Cl)Cl.[I:17]N1C(=O)CCC1=O. The catalyst is C(O)(=O)C. The product is [I:17][C:10]1[S:9][C:8]([C:2]2[S:1][C:5]([CH:6]=[O:7])=[CH:4][CH:3]=2)=[CH:12][CH:11]=1. The yield is 0.879. (8) The reactants are [CH3:1][O:2][C:3](=[O:20])[C:4]1[CH:9]=[CH:8][C:7]([NH:10][CH:11]2[CH2:16][CH2:15][CH2:14][CH2:13][CH2:12]2)=[C:6]([N+:17]([O-])=O)[CH:5]=1. The catalyst is CO.[Pd]. The product is [CH3:1][O:2][C:3](=[O:20])[C:4]1[CH:9]=[CH:8][C:7]([NH:10][CH:11]2[CH2:16][CH2:15][CH2:14][CH2:13][CH2:12]2)=[C:6]([NH2:17])[CH:5]=1. The yield is 0.990.